This data is from Forward reaction prediction with 1.9M reactions from USPTO patents (1976-2016). The task is: Predict the product of the given reaction. (1) The product is: [F:20][C:19]([F:21])([F:22])[C:16]1[CH:17]=[CH:18][C:13]([CH2:12][N:2]2[CH2:3][C:4]3[C:9](=[CH:8][CH:7]=[CH:6][CH:5]=3)[C:1]2=[O:10])=[CH:14][CH:15]=1. Given the reactants [C:1]1(=[O:10])[C:9]2[C:4](=[CH:5][CH:6]=[CH:7][CH:8]=2)[CH2:3][NH:2]1.Br[CH2:12][C:13]1[CH:18]=[CH:17][C:16]([C:19]([F:22])([F:21])[F:20])=[CH:15][CH:14]=1.C([O-])([O-])=O.[Cs+].[Cs+].C1OCCOCCOCCOCCOCCOC1, predict the reaction product. (2) Given the reactants [Br:1][C:2]1[C:3]([CH3:11])=[N:4][N:5]([CH2:8][CH2:9][NH2:10])[C:6]=1[CH3:7].[ClH:12], predict the reaction product. The product is: [ClH:12].[Br:1][C:2]1[C:3]([CH3:11])=[N:4][N:5]([CH2:8][CH2:9][NH2:10])[C:6]=1[CH3:7]. (3) Given the reactants C([O:5][C:6](=[O:39])[CH2:7][N:8]1[C@H:13]([C:14]2[CH:19]=[CH:18][C:17]([C:20]#[N:21])=[CH:16][CH:15]=2)[C:12]([C:22](=[O:26])[CH:23]([CH3:25])[CH3:24])=[C:11]([CH3:27])[N:10]([C:28]2[CH:33]=[CH:32][CH:31]=[C:30]([C:34]([F:37])([F:36])[F:35])[CH:29]=2)[C:9]1=[O:38])(C)(C)C.FC(F)(F)C(O)=O, predict the reaction product. The product is: [C:20]([C:17]1[CH:16]=[CH:15][C:14]([C@H:13]2[N:8]([CH2:7][C:6]([OH:39])=[O:5])[C:9](=[O:38])[N:10]([C:28]3[CH:33]=[CH:32][CH:31]=[C:30]([C:34]([F:36])([F:37])[F:35])[CH:29]=3)[C:11]([CH3:27])=[C:12]2[C:22](=[O:26])[CH:23]([CH3:24])[CH3:25])=[CH:19][CH:18]=1)#[N:21].